Predict the product of the given reaction. From a dataset of Forward reaction prediction with 1.9M reactions from USPTO patents (1976-2016). (1) Given the reactants [H-].[Na+].[C:3]1([C:9]2[CH:13]=[C:12]([N:14]3[C:22](=[O:23])[C:21]4[C:16](=[CH:17][CH:18]=[CH:19][CH:20]=4)[C:15]3=[O:24])[NH:11][N:10]=2)[CH:8]=[CH:7][CH:6]=[CH:5][CH:4]=1.[CH3:25]I, predict the reaction product. The product is: [CH3:25][N:11]1[C:12]([N:14]2[C:15](=[O:24])[C:16]3[C:21](=[CH:20][CH:19]=[CH:18][CH:17]=3)[C:22]2=[O:23])=[CH:13][C:9]([C:3]2[CH:4]=[CH:5][CH:6]=[CH:7][CH:8]=2)=[N:10]1. (2) Given the reactants Br[C:2]1[CH:3]=[CH:4][C:5]2[C:6]3[C:11]([C:12]4[C:17]=2[C:16]=1[CH:15]=[CH:14][CH:13]=4)=[C:10]([C:18]1[CH:23]=[CH:22][CH:21]=[CH:20][CH:19]=1)[C:9]([C:24]1[CH:29]=[CH:28][CH:27]=[CH:26][CH:25]=1)=[C:8]([C:30]1[CH:35]=[CH:34][CH:33]=[CH:32][CH:31]=1)[C:7]=3[C:36]1[CH:41]=[CH:40][CH:39]=[CH:38][CH:37]=1.[C:42]1([N:48]2[C:52]3[CH:53]=[CH:54][CH:55]=[CH:56][C:51]=3[N:50]=[C:49]2[C:57]2[CH:62]=[CH:61][C:60](B(O)O)=[CH:59][CH:58]=2)[CH:47]=[CH:46][CH:45]=[CH:44][CH:43]=1.C1(C)C=CC=CC=1.C(=O)([O-])[O-].[K+].[K+], predict the reaction product. The product is: [C:42]1([N:48]2[C:52]3[CH:53]=[CH:54][CH:55]=[CH:56][C:51]=3[N:50]=[C:49]2[C:57]2[CH:62]=[CH:61][C:60]([C:15]3[CH:14]=[CH:13][C:12]4[C:11]5[C:6]([C:5]6[C:17]=4[C:16]=3[CH:2]=[CH:3][CH:4]=6)=[C:7]([C:36]3[CH:41]=[CH:40][CH:39]=[CH:38][CH:37]=3)[C:8]([C:30]3[CH:35]=[CH:34][CH:33]=[CH:32][CH:31]=3)=[C:9]([C:24]3[CH:25]=[CH:26][CH:27]=[CH:28][CH:29]=3)[C:10]=5[C:18]3[CH:23]=[CH:22][CH:21]=[CH:20][CH:19]=3)=[CH:59][CH:58]=2)[CH:47]=[CH:46][CH:45]=[CH:44][CH:43]=1. (3) Given the reactants [S:1]1[C:6]2[CH:7]=[CH:8][CH:9]=[CH:10][C:5]=2[NH:4][C:3](=O)[CH2:2]1.[H-].[Al+3].[Li+].[H-].[H-].[H-].C(OCC)(=O)C, predict the reaction product. The product is: [S:1]1[C:6]2[CH:7]=[CH:8][CH:9]=[CH:10][C:5]=2[NH:4][CH2:3][CH2:2]1. (4) Given the reactants [Cl:1][C:2]1[CH:3]=[C:4]([C:8]2[C:12]([C:13]3[CH:18]=[CH:17][NH:16][C:15](=[N:19]N)[CH:14]=3)=[CH:11][NH:10][N:9]=2)[CH:5]=[CH:6][CH:7]=1, predict the reaction product. The product is: [Cl:1][C:2]1[CH:3]=[C:4]([C:8]2[C:12]([C:13]3[CH:18]=[CH:17][N:16]=[C:15]([NH:19][CH2:12][CH2:8][C:4]4[CH:5]=[CH:6][CH:7]=[CH:2][CH:3]=4)[CH:14]=3)=[CH:11][NH:10][N:9]=2)[CH:5]=[CH:6][CH:7]=1. (5) Given the reactants C(OC(=O)[NH:7][C:8]1[CH:13]=[C:12]([CH3:14])[C:11]([C:15]([F:18])([F:17])[F:16])=[CH:10][C:9]=1[NH:19][C:20](=[O:44])[CH2:21][C:22](=O)[C:23]1[CH:28]=[CH:27][CH:26]=[C:25]([C:29]2[CH:34]=[CH:33][N:32]=[C:31]([CH2:35][O:36]C3CCCCO3)[CH:30]=2)[CH:24]=1)(C)(C)C.C(O)(C(F)(F)F)=O, predict the reaction product. The product is: [OH:36][CH2:35][C:31]1[CH:30]=[C:29]([C:25]2[CH:24]=[C:23]([C:22]3[CH2:21][C:20](=[O:44])[NH:19][C:9]4[CH:10]=[C:11]([C:15]([F:16])([F:17])[F:18])[C:12]([CH3:14])=[CH:13][C:8]=4[N:7]=3)[CH:28]=[CH:27][CH:26]=2)[CH:34]=[CH:33][N:32]=1. (6) Given the reactants Cl.[NH2:2][OH:3].[Cl:4][C:5]1[CH:12]=[C:11]([F:13])[CH:10]=[CH:9][C:6]=1[CH:7]=O.[OH-].[Na+].Cl, predict the reaction product. The product is: [Cl:4][C:5]1[CH:12]=[C:11]([F:13])[CH:10]=[CH:9][C:6]=1[CH:7]=[N:2][OH:3]. (7) Given the reactants Cl.Cl.[C:3]1([CH2:9][N:10]2[CH2:15][CH2:14][CH:13]([NH:16][CH2:17][CH3:18])[CH2:12][CH2:11]2)[CH:8]=[CH:7][CH:6]=[CH:5][CH:4]=1.C(N(CC)C(C)C)(C)C.[CH3:28][S:29]([C:32]1[CH:37]=[CH:36][C:35]([CH2:38][C:39]([OH:41])=O)=[CH:34][CH:33]=1)(=[O:31])=[O:30].C1(N=C=NC2CCCCC2)CCCCC1, predict the reaction product. The product is: [CH2:9]([N:10]1[CH2:15][CH2:14][CH:13]([N:16]([CH2:17][CH3:18])[C:39](=[O:41])[CH2:38][C:35]2[CH:34]=[CH:33][C:32]([S:29]([CH3:28])(=[O:30])=[O:31])=[CH:37][CH:36]=2)[CH2:12][CH2:11]1)[C:3]1[CH:4]=[CH:5][CH:6]=[CH:7][CH:8]=1.